This data is from Catalyst prediction with 721,799 reactions and 888 catalyst types from USPTO. The task is: Predict which catalyst facilitates the given reaction. Reactant: C(N(CC)CC)C.[F:8][C:9]1[CH:10]=[C:11]([CH:17]([CH3:22])[C:18]([O:20][CH3:21])=[O:19])[CH:12]=[C:13]([F:16])[C:14]=1[OH:15].[F:23][C:24]([F:37])([F:36])[S:25](O[S:25]([C:24]([F:37])([F:36])[F:23])(=[O:27])=[O:26])(=[O:27])=[O:26]. Product: [F:8][C:9]1[CH:10]=[C:11]([CH:17]([CH3:22])[C:18]([O:20][CH3:21])=[O:19])[CH:12]=[C:13]([F:16])[C:14]=1[O:15][S:25]([C:24]([F:37])([F:36])[F:23])(=[O:27])=[O:26]. The catalyst class is: 34.